This data is from Reaction yield outcomes from USPTO patents with 853,638 reactions. The task is: Predict the reaction yield, written as a fraction of the theoretical maximum amount of product (1.0 means a 100% yield; for example, 0.34 means a 34% yield). (1) The reactants are [F:1][C:2]1[CH:7]=[CH:6][CH:5]=[CH:4][C:3]=1[NH:8][N:9]=[CH:10][CH:11]=[C:12]1[C:17](=[O:18])[O:16]C(C)(C)[O:14][C:13]1=O.C[O-].[Na+].Cl. The catalyst is CO. The product is [F:1][C:2]1[CH:7]=[CH:6][CH:5]=[CH:4][C:3]=1[N:8]1[C:13](=[O:14])[C:12]([C:17]([OH:16])=[O:18])=[CH:11][CH:10]=[N:9]1. The yield is 0.670. (2) The reactants are [NH2:1][C:2]1[S:3][C:4]([C:8]([O:10]CC)=[O:9])=[C:5]([CH3:7])[N:6]=1.[OH-].[Na+]. The catalyst is O1CCCC1.O. The product is [NH2:1][C:2]1[S:3][C:4]([C:8]([OH:10])=[O:9])=[C:5]([CH3:7])[N:6]=1. The yield is 0.940.